This data is from Forward reaction prediction with 1.9M reactions from USPTO patents (1976-2016). The task is: Predict the product of the given reaction. (1) Given the reactants [Cl:1][C:2]1[CH:3]=[C:4]([CH:9]=[CH:10][C:11]=1[N:12]1[CH2:17][CH2:16][CH2:15][CH2:14][C:13]1=[O:18])[C:5]([O:7]C)=[O:6].[OH-].[Li+], predict the reaction product. The product is: [Cl:1][C:2]1[CH:3]=[C:4]([CH:9]=[CH:10][C:11]=1[N:12]1[CH2:17][CH2:16][CH2:15][CH2:14][C:13]1=[O:18])[C:5]([OH:7])=[O:6]. (2) Given the reactants [C:1]([O:5][C:6]([N:8]1[CH2:13][CH2:12][N:11]([C:14]([C:16]2[C:17]3[C:31]([CH:32]=[CH2:33])=[N:30][N:29]([CH:34]4[CH2:39][CH2:38][CH2:37][CH2:36][O:35]4)[C:18]=3[N:19]=[C:20]([C:22]3[CH:27]=[CH:26][C:25]([OH:28])=[CH:24][CH:23]=3)[CH:21]=2)=[O:15])[CH2:10][CH2:9]1)=[O:7])([CH3:4])([CH3:3])[CH3:2].I[C:41]1[CH:42]=[C:43]([N:47]2[CH2:51][CH2:50][CH2:49][C:48]2=[O:52])[CH:44]=[CH:45][CH:46]=1.C1(C)C=CC=CC=1P(C1C=CC=CC=1C)C1C=CC=CC=1C.C(N(CC)CC)C, predict the reaction product. The product is: [C:1]([O:5][C:6]([N:8]1[CH2:9][CH2:10][N:11]([C:14]([C:16]2[C:17]3[C:31](/[CH:32]=[CH:33]/[C:45]4[CH:46]=[CH:41][CH:42]=[C:43]([N:47]5[CH2:51][CH2:50][CH2:49][C:48]5=[O:52])[CH:44]=4)=[N:30][N:29]([CH:34]4[CH2:39][CH2:38][CH2:37][CH2:36][O:35]4)[C:18]=3[N:19]=[C:20]([C:22]3[CH:27]=[CH:26][C:25]([OH:28])=[CH:24][CH:23]=3)[CH:21]=2)=[O:15])[CH2:12][CH2:13]1)=[O:7])([CH3:2])([CH3:3])[CH3:4]. (3) Given the reactants [CH3:1][O:2][C:3]1[CH:18]=[CH:17][C:6]([CH2:7][CH:8]2[C:13](=[O:14])[NH:12][C:11](=[O:15])[NH:10][C:9]2=[O:16])=[CH:5][CH:4]=1.[C:19]([O:23][C:24]([NH:26][OH:27])=[O:25])([CH3:22])([CH3:21])[CH3:20].C(=O)([O-])[O-].[K+].[K+].I([O-])(=O)(=O)=O.[Na+], predict the reaction product. The product is: [C:19]([O:23][C:24]([N:26]([OH:27])[C:8]1([CH2:7][C:6]2[CH:5]=[CH:4][C:3]([O:2][CH3:1])=[CH:18][CH:17]=2)[C:13](=[O:14])[NH:12][C:11](=[O:15])[NH:10][C:9]1=[O:16])=[O:25])([CH3:22])([CH3:21])[CH3:20]. (4) Given the reactants [Br:1][C:2]1[CH:3]=[N:4][C:5]2[CH:6]=[CH:7][CH:8]=[N+:9]([O-])[C:10]=2[CH:11]=1.P(Cl)(Cl)([Cl:15])=O, predict the reaction product. The product is: [Br:1][C:2]1[CH:11]=[C:10]2[C:5]([CH:6]=[CH:7][C:8]([Cl:15])=[N:9]2)=[N:4][CH:3]=1.[Br:1][C:2]1[CH:11]=[C:10]2[C:5]([C:6]([Cl:15])=[CH:7][CH:8]=[N:9]2)=[N:4][CH:3]=1.